Dataset: Forward reaction prediction with 1.9M reactions from USPTO patents (1976-2016). Task: Predict the product of the given reaction. Given the reactants [F:1][C:2]1[CH:7]=[CH:6][CH:5]=[CH:4][C:3]=1[C@H:8]([NH:10]S(C(C)(C)C)=O)[CH3:9].[ClH:17], predict the reaction product. The product is: [F:1][C:2]1[CH:7]=[CH:6][CH:5]=[CH:4][C:3]=1[C@H:8]([NH2:10])[CH3:9].[ClH:17].